Dataset: Reaction yield outcomes from USPTO patents with 853,638 reactions. Task: Predict the reaction yield, written as a fraction of the theoretical maximum amount of product (1.0 means a 100% yield; for example, 0.34 means a 34% yield). (1) The reactants are [CH2:1]([C:3]1[CH:9]=[C:8]([C:10]([F:22])([C:18]([F:21])([F:20])[F:19])[C:11]([F:17])([F:16])[C:12]([F:15])([F:14])[F:13])[CH:7]=[C:6]([CH3:23])[C:4]=1[NH2:5])[CH3:2].N1C=CC=CC=1.[Br:30][C:31]1[C:39]([N+:40]([O-:42])=[O:41])=[CH:38][CH:37]=[CH:36][C:32]=1[C:33](Cl)=[O:34].CN(C)C(=O)C. The catalyst is O1CCCC1. The product is [CH2:1]([C:3]1[CH:9]=[C:8]([C:10]([F:22])([C:18]([F:19])([F:20])[F:21])[C:11]([F:16])([F:17])[C:12]([F:14])([F:15])[F:13])[CH:7]=[C:6]([CH3:23])[C:4]=1[NH:5][C:33](=[O:34])[C:32]1[CH:36]=[CH:37][CH:38]=[C:39]([N+:40]([O-:42])=[O:41])[C:31]=1[Br:30])[CH3:2]. The yield is 0.760. (2) The reactants are [Cl:1][C:2]1[C:3]([CH3:46])=[N:4][O:5][C:6]=1[N:7]([CH2:40][O:41][CH2:42][CH2:43][O:44][CH3:45])[S:8]([C:11]1[C:19]2[C:14](=[N:15][CH:16]=[CH:17][CH:18]=2)[S:13][C:12]=1[CH:20](OC(=O)C)[C:21]1[CH:26]=[C:25]2[O:27][CH2:28][O:29][C:24]2=[CH:23][C:22]=1[CH2:30][CH2:31][O:32][C:33](=[O:35])[CH3:34])(=[O:10])=[O:9].C([SiH](CC)CC)C.B(F)(F)F.CCOCC. The catalyst is C(Cl)Cl. The product is [Cl:1][C:2]1[C:3]([CH3:46])=[N:4][O:5][C:6]=1[N:7]([CH2:40][O:41][CH2:42][CH2:43][O:44][CH3:45])[S:8]([C:11]1[C:19]2[C:14](=[N:15][CH:16]=[CH:17][CH:18]=2)[S:13][C:12]=1[CH2:20][C:21]1[CH:26]=[C:25]2[O:27][CH2:28][O:29][C:24]2=[CH:23][C:22]=1[CH2:30][CH2:31][O:32][C:33](=[O:35])[CH3:34])(=[O:9])=[O:10]. The yield is 0.960. (3) The reactants are [H-].[Na+].[OH:3][C:4]1[CH:11]=[CH:10][C:7]([CH:8]=[O:9])=[CH:6][CH:5]=1.Cl[C:13]1[N:18]=[CH:17][CH:16]=[CH:15][N:14]=1. The catalyst is CN(C=O)C. The product is [N:14]1[CH:15]=[CH:16][CH:17]=[N:18][C:13]=1[O:3][C:4]1[CH:11]=[CH:10][C:7]([CH:8]=[O:9])=[CH:6][CH:5]=1. The yield is 0.860. (4) The reactants are O.[OH-].[Li+].C([O:6][C:7]([C:9]1[CH:13]=[C:12]([C:14]2[CH:19]=[N:18][C:17]([CH3:20])=[CH:16][N:15]=2)[N:11]([C:21]2[CH:22]=[N:23][C:24]([CH3:27])=[CH:25][CH:26]=2)[N:10]=1)=[O:8])C.Cl. The catalyst is O.O1CCCC1. The product is [CH3:20][C:17]1[N:18]=[CH:19][C:14]([C:12]2[N:11]([C:21]3[CH:22]=[N:23][C:24]([CH3:27])=[CH:25][CH:26]=3)[N:10]=[C:9]([C:7]([OH:8])=[O:6])[CH:13]=2)=[N:15][CH:16]=1. The yield is 0.740. (5) The reactants are Cl[C:2]1[N:7]=[C:6]([NH2:8])[C:5]([F:9])=[CH:4][N:3]=1.[S:10]1[CH:14]=[CH:13][CH:12]=[C:11]1[CH2:15][OH:16].CC([O-])(C)C.[K+].Cl. No catalyst specified. The product is [F:9][C:5]1[C:6]([NH2:8])=[N:7][C:2]([O:16][CH2:15][C:11]2[S:10][CH:14]=[CH:13][CH:12]=2)=[N:3][CH:4]=1. The yield is 0.680. (6) The reactants are [CH2:1]([O:3][C:4]([C:6]#[C:7][C:8]1([OH:19])[CH2:11][N:10]([C:12]([O:14][C:15]([CH3:18])([CH3:17])[CH3:16])=[O:13])[CH2:9]1)=[O:5])[CH3:2].[H][H].OCC1(OC[C@@H](O)[C@@H](O)[C@H]1O)O. The catalyst is [Pd].C(O)C. The product is [CH2:1]([O:3][C:4]([CH2:6][CH2:7][C:8]1([OH:19])[CH2:9][N:10]([C:12]([O:14][C:15]([CH3:18])([CH3:17])[CH3:16])=[O:13])[CH2:11]1)=[O:5])[CH3:2]. The yield is 0.500. (7) The reactants are [C:1]1([C:17]2[CH:22]=[CH:21][CH:20]=[CH:19][CH:18]=2)[CH:6]=[CH:5][C:4]([CH:7]([NH:15][CH3:16])[CH2:8][N:9]2[CH2:14][CH2:13][O:12][CH2:11][CH2:10]2)=[CH:3][CH:2]=1.[CH3:23][C:24]1[CH:25]=[C:26]2[C:31](=[CH:32][C:33]=1C)[N:30]([CH2:35][C:36]([OH:38])=O)[C:29](=[O:39])[CH:28]=[CH:27]2.[CH:40](N(C(C)C)CC)(C)C. The catalyst is CN(C)C=O. The product is [C:1]1([C:17]2[CH:22]=[CH:21][CH:20]=[CH:19][CH:18]=2)[CH:2]=[CH:3][C:4]([CH:7]([N:15]([CH3:16])[C:36](=[O:38])[CH2:35][N:30]2[C:31]3[C:26](=[C:25]([CH3:40])[C:24]([CH3:23])=[CH:33][CH:32]=3)[CH:27]=[CH:28][C:29]2=[O:39])[CH2:8][N:9]2[CH2:10][CH2:11][O:12][CH2:13][CH2:14]2)=[CH:5][CH:6]=1. The yield is 0.170.